Dataset: NCI-60 drug combinations with 297,098 pairs across 59 cell lines. Task: Regression. Given two drug SMILES strings and cell line genomic features, predict the synergy score measuring deviation from expected non-interaction effect. Drug 1: CS(=O)(=O)C1=CC(=C(C=C1)C(=O)NC2=CC(=C(C=C2)Cl)C3=CC=CC=N3)Cl. Drug 2: CC1C(C(CC(O1)OC2CC(CC3=C2C(=C4C(=C3O)C(=O)C5=CC=CC=C5C4=O)O)(C(=O)C)O)N)O. Cell line: NCI-H460. Synergy scores: CSS=41.2, Synergy_ZIP=0.366, Synergy_Bliss=-1.00, Synergy_Loewe=-19.5, Synergy_HSA=0.664.